This data is from Forward reaction prediction with 1.9M reactions from USPTO patents (1976-2016). The task is: Predict the product of the given reaction. (1) Given the reactants [OH-].[Na+].[CH3:3][N:4]([CH3:23])[C:5](=[O:22])[CH2:6][CH2:7][CH2:8][C:9]1[CH:14]=[CH:13][C:12]([NH:15]C(=O)C(F)(F)F)=[CH:11][CH:10]=1, predict the reaction product. The product is: [CH3:23][N:4]([CH3:3])[C:5](=[O:22])[CH2:6][CH2:7][CH2:8][C:9]1[CH:10]=[CH:11][C:12]([NH2:15])=[CH:13][CH:14]=1. (2) Given the reactants [NH2:1][C:2]1[C:3]([F:23])=[CH:4][C:5]([Cl:22])=[C:6]([C:8]2[C:9](=[O:21])[N:10]([CH2:19][CH3:20])[C:11]3[C:16]([CH:17]=2)=[CH:15][N:14]=[C:13]([Cl:18])[CH:12]=3)[CH:7]=1.C([O-])(O)=O.[Na+].Cl[C:30]([O:32][C:33]([CH3:35])=[CH2:34])=[O:31], predict the reaction product. The product is: [Cl:22][C:5]1[C:6]([C:8]2[C:9](=[O:21])[N:10]([CH2:19][CH3:20])[C:11]3[C:16]([CH:17]=2)=[CH:15][N:14]=[C:13]([Cl:18])[CH:12]=3)=[CH:7][C:2]([NH:1][C:30](=[O:31])[O:32][C:33]([CH3:35])=[CH2:34])=[C:3]([F:23])[CH:4]=1. (3) Given the reactants Br[C:2]1[CH:11]=[C:10]2[C:5]([C:6]([NH2:13])=[N:7][C:8]([NH2:12])=[N:9]2)=[CH:4][CH:3]=1.C(=O)([O-])[O-].[Na+].[Na+].[CH3:20][C:21]1[CH:26]=[CH:25][C:24]([CH3:27])=[CH:23][C:22]=1B(O)O, predict the reaction product. The product is: [CH3:20][C:21]1[CH:26]=[CH:25][C:24]([CH3:27])=[CH:23][C:22]=1[C:2]1[CH:11]=[C:10]2[C:5]([C:6]([NH2:13])=[N:7][C:8]([NH2:12])=[N:9]2)=[CH:4][CH:3]=1. (4) Given the reactants [CH3:1][S:2][C:3]1[CH:8]=[CH:7][C:6](B(O)O)=[CH:5][CH:4]=1.[N:12]1([C:24]([O:26][C:27]([CH3:30])([CH3:29])[CH3:28])=[O:25])[CH2:17][CH2:16][CH:15]([CH:18]2[CH2:23][CH2:22][NH:21][CH2:20][CH2:19]2)[CH2:14][CH2:13]1.C(N(CC)CC)C, predict the reaction product. The product is: [CH3:1][S:2][C:3]1[CH:8]=[CH:7][C:6]([N:21]2[CH2:20][CH2:19][CH:18]([CH:15]3[CH2:14][CH2:13][N:12]([C:24]([O:26][C:27]([CH3:30])([CH3:29])[CH3:28])=[O:25])[CH2:17][CH2:16]3)[CH2:23][CH2:22]2)=[CH:5][CH:4]=1. (5) Given the reactants [CH3:1][C@H:2]1[C@@H:6]([C:7]2[N:11]3[C:12]4[CH:18]=[CH:17][N:16](S(C5C=CC(C)=CC=5)(=O)=O)[C:13]=4[N:14]=[CH:15][C:10]3=[N:9][N:8]=2)[CH2:5][C@H:4]([CH2:29][CH2:30][C:31]#[N:32])[CH2:3]1.[C-]#N.[K+], predict the reaction product. The product is: [CH3:1][C@H:2]1[C@@H:6]([C:7]2[N:11]3[C:12]4[CH:18]=[CH:17][NH:16][C:13]=4[N:14]=[CH:15][C:10]3=[N:9][N:8]=2)[CH2:5][C@H:4]([CH2:29][CH2:30][C:31]#[N:32])[CH2:3]1. (6) Given the reactants [NH2:1][C:2]1[C:7]([NH2:8])=[C:6]([NH:9][C@@H:10]2[C@@H:15]3[CH2:16][C@@H:12]([CH:13]=[CH:14]3)[C@@H:11]2[C:17]([NH2:19])=[O:18])[C:5]([Br:20])=[CH:4][N:3]=1.[Cl:21][C:22]1[CH:23]=[C:24]([CH:27]=[CH:28][C:29]=1[N:30]1[CH2:35][CH2:34][O:33][CH2:32][CH2:31]1)[CH:25]=O.C([O-])(=O)C.[NH4+], predict the reaction product. The product is: [Br:20][C:5]1[C:6]([NH:9][C@@H:10]2[C@@H:15]3[CH2:16][C@@H:12]([CH:13]=[CH:14]3)[C@@H:11]2[C:17]([NH2:19])=[O:18])=[C:7]2[N:8]=[C:25]([C:24]3[CH:27]=[CH:28][C:29]([N:30]4[CH2:35][CH2:34][O:33][CH2:32][CH2:31]4)=[C:22]([Cl:21])[CH:23]=3)[NH:1][C:2]2=[N:3][CH:4]=1. (7) Given the reactants F[C:2]1[C:7]([N+:8]([O-:10])=[O:9])=[CH:6][CH:5]=[CH:4][N:3]=1.[F:11][C:12]1[CH:19]=[CH:18][C:15]([CH2:16][NH2:17])=[CH:14][CH:13]=1.C(N(C(C)C)CC)(C)C, predict the reaction product. The product is: [F:11][C:12]1[CH:19]=[CH:18][C:15]([CH2:16][NH:17][C:2]2[C:7]([N+:8]([O-:10])=[O:9])=[CH:6][CH:5]=[CH:4][N:3]=2)=[CH:14][CH:13]=1. (8) The product is: [CH3:28][O:27][C:25]([C@H:15]1[C@@H:16]([C:18]2[CH:23]=[CH:22][C:21]([C:6]3[S:7][C:3]([Br:2])=[CH:4][CH:5]=3)=[CH:20][CH:19]=2)[CH2:17][C@H:11]2[N:10]([CH3:9])[C@@H:14]1[CH2:13][CH2:12]2)=[O:26]. Given the reactants [Br-].[Br:2][C:3]1[S:7][C:6]([Zn+])=[CH:5][CH:4]=1.[CH3:9][N:10]1[C@H:14]2[C@@H:15]([C:25]([O:27][CH3:28])=[O:26])[C@@H:16]([C:18]3[CH:23]=[CH:22][C:21](I)=[CH:20][CH:19]=3)[CH2:17][C@@H:11]1[CH2:12][CH2:13]2, predict the reaction product. (9) The product is: [OH:43][CH2:42][C:39]1([C:36]2[CH:37]=[CH:38][C:33]([C:28]3[N:27]=[C:26]4[CH:25]=[C:24]([CH2:23][O:22][C@H:21]5[C@H:17]6[O:16][CH2:15][C@@H:14]([OH:13])[C@H:18]6[O:19][CH2:20]5)[NH:32][C:31]4=[CH:30][CH:29]=3)=[CH:34][CH:35]=2)[CH2:41][CH2:40]1. Given the reactants Cl.CCOC(C)=O.C([Si](C)(C)[O:13][C@H:14]1[C@H:18]2[O:19][CH2:20][C@@H:21]([O:22][CH2:23][C:24]3[NH:32][C:31]4[C:26](=[N:27][C:28]([C:33]5[CH:38]=[CH:37][C:36]([C:39]6([CH2:42][OH:43])[CH2:41][CH2:40]6)=[CH:35][CH:34]=5)=[CH:29][CH:30]=4)[CH:25]=3)[C@H:17]2[O:16][CH2:15]1)(C)(C)C, predict the reaction product.